Dataset: Full USPTO retrosynthesis dataset with 1.9M reactions from patents (1976-2016). Task: Predict the reactants needed to synthesize the given product. (1) Given the product [C:40]([CH2:37][S:36][C:5]1[N:4]=[C:3]([S:2][CH3:1])[N:10]2[CH:9]=[C:8]([C:11]3[C@H:12]([CH3:35])[C@@H:13]4[C@@H:30]([C@H:31]([OH:33])[CH3:32])[C:29](=[O:34])[N:14]4[C:15]=3[C:16]([O:18][CH2:19][C:20]3[CH:21]=[CH:22][C:23]([N+:26]([O-:28])=[O:27])=[CH:24][CH:25]=3)=[O:17])[S:7][C:6]=12)(=[O:41])[NH2:42], predict the reactants needed to synthesize it. The reactants are: [CH3:1][S:2][C:3]1[N:10]2[C:6]([S:7][C:8]([C:11]3[C@H:12]([CH3:35])[C@@H:13]4[C@@H:30]([C@H:31]([OH:33])[CH3:32])[C:29](=[O:34])[N:14]4[C:15]=3[C:16]([O:18][CH2:19][C:20]3[CH:25]=[CH:24][C:23]([N+:26]([O-:28])=[O:27])=[CH:22][CH:21]=3)=[O:17])=[CH:9]2)=[C:5]([S:36][CH3:37])[N:4]=1.IC[C:40]([NH2:42])=[O:41]. (2) The reactants are: [OH:1][CH2:2][C:3]1[O:7][N:6]=[C:5]([C:8]([O:10]CC)=[O:9])[CH:4]=1.[Cl:13][C:14]1[CH:21]=[CH:20][C:17]([CH2:18]Br)=[C:16]([F:22])[CH:15]=1.C1OCCOCCOCCOCCOCCOC1.[H-].[Na+].Cl.[OH-].[K+]. Given the product [Cl:13][C:14]1[CH:21]=[CH:20][C:17]([CH2:18][O:1][CH2:2][C:3]2[O:7][N:6]=[C:5]([C:8]([OH:10])=[O:9])[CH:4]=2)=[C:16]([F:22])[CH:15]=1, predict the reactants needed to synthesize it.